This data is from Full USPTO retrosynthesis dataset with 1.9M reactions from patents (1976-2016). The task is: Predict the reactants needed to synthesize the given product. (1) Given the product [N:29]1([C:2]2[N:3]=[C:4]([N:16]3[CH2:21][CH2:20][NH:19][CH2:18][CH2:17]3)[C:5]3[CH2:11][CH2:10][CH2:9][C:8]4[CH:12]=[CH:13][CH:14]=[CH:15][C:7]=4[C:6]=3[N:1]=2)[CH2:34][CH2:33][NH:32][CH2:31][CH2:30]1, predict the reactants needed to synthesize it. The reactants are: [N:1]1[C:6]2[C:7]3[CH:15]=[CH:14][CH:13]=[CH:12][C:8]=3[CH2:9][CH2:10][CH2:11][C:5]=2[C:4]([N:16]2[CH2:21][CH2:20][N:19](C(OC(C)(C)C)=O)[CH2:18][CH2:17]2)=[N:3][C:2]=1[N:29]1[CH2:34][CH2:33][N:32](C(OC(C)(C)C)=O)[CH2:31][CH2:30]1.C(O)(C(F)(F)F)=O. (2) Given the product [CH2:1]([O:3][C:4]1[O:8][C:7]([C:9]2[CH:10]=[CH:11][CH:12]=[CH:13][CH:14]=2)=[N:6][C:5]=1[C:15]([N:34]1[CH2:35][CH2:36][CH:31]([N:27]2[CH2:28][CH2:29][CH2:30][C:24]3([C:23](=[O:37])[O:22][C:21]([CH3:20])([CH3:38])[CH2:25]3)[CH2:26]2)[CH2:32][CH2:33]1)=[O:17])[CH3:2], predict the reactants needed to synthesize it. The reactants are: [CH2:1]([O:3][C:4]1[O:8][C:7]([C:9]2[CH:14]=[CH:13][CH:12]=[CH:11][CH:10]=2)=[N:6][C:5]=1[C:15]([OH:17])=O)[CH3:2].Cl.Cl.[CH3:20][C:21]1([CH3:38])[CH2:25][C:24]2([CH2:30][CH2:29][CH2:28][N:27]([CH:31]3[CH2:36][CH2:35][NH:34][CH2:33][CH2:32]3)[CH2:26]2)[C:23](=[O:37])[O:22]1. (3) Given the product [Cl:21][C:10]1[CH:9]=[C:8]([NH:7][C:4]2[C:3]([C:22]([NH2:24])=[O:23])=[C:2]([NH:1][CH2:29][C:28]3[CH:31]=[C:32]([CH3:35])[C:33]([OH:34])=[C:26]([CH3:25])[CH:27]=3)[NH:6][N:5]=2)[CH:13]=[CH:12][C:11]=1[N:14]1[CH2:19][CH2:18][N:17]([CH3:20])[CH2:16][CH2:15]1, predict the reactants needed to synthesize it. The reactants are: [NH2:1][C:2]1[NH:6][N:5]=[C:4]([NH:7][C:8]2[CH:13]=[CH:12][C:11]([N:14]3[CH2:19][CH2:18][N:17]([CH3:20])[CH2:16][CH2:15]3)=[C:10]([Cl:21])[CH:9]=2)[C:3]=1[C:22]([NH2:24])=[O:23].[CH3:25][C:26]1[CH:27]=[C:28]([CH:31]=[C:32]([CH3:35])[C:33]=1[OH:34])[CH:29]=O.[BH4-].[Na+].O. (4) Given the product [CH3:32][O:33][C:34]1[CH:41]=[CH:40][CH:39]=[CH:38][C:35]=1[CH2:36][NH:37][C:24]([C:23]1[N:19]([C:17]2[S:18][C:14]([CH2:13][NH:12][C:10](=[O:11])[C@@H:9]([NH:8][C:6](=[O:7])[O:5][C:1]([CH3:3])([CH3:4])[CH3:2])[CH3:31])=[CH:15][CH:16]=2)[N:20]=[C:21]([C:27]([F:29])([F:30])[F:28])[CH:22]=1)=[O:25], predict the reactants needed to synthesize it. The reactants are: [C:1]([O:5][C:6]([NH:8][C@@H:9]([CH3:31])[C:10]([NH:12][CH2:13][C:14]1[S:18][C:17]([N:19]2[C:23]([C:24](O)=[O:25])=[CH:22][C:21]([C:27]([F:30])([F:29])[F:28])=[N:20]2)=[CH:16][CH:15]=1)=[O:11])=[O:7])([CH3:4])([CH3:3])[CH3:2].[CH3:32][O:33][C:34]1[CH:41]=[CH:40][CH:39]=[CH:38][C:35]=1[CH2:36][NH2:37].O=P(Cl)(Cl)Cl. (5) Given the product [CH:1]1([C:7]2[C:8]3[S:24][C:23]([C:25]([O:27][CH3:28])=[O:26])=[CH:22][C:9]=3[N:10]3[C:16]=2[C:15]2[CH:17]=[CH:18][CH:19]=[CH:20][C:14]=2[N:13]([CH2:32][CH2:33][N:34]([CH3:36])[CH3:35])[C:12](=[O:21])[CH2:11]3)[CH2:2][CH2:3][CH2:4][CH2:5][CH2:6]1, predict the reactants needed to synthesize it. The reactants are: [CH:1]1([C:7]2[C:8]3[S:24][C:23]([C:25]([O:27][CH3:28])=[O:26])=[CH:22][C:9]=3[N:10]3[C:16]=2[C:15]2[CH:17]=[CH:18][CH:19]=[CH:20][C:14]=2[NH:13][C:12](=[O:21])[CH2:11]3)[CH2:6][CH2:5][CH2:4][CH2:3][CH2:2]1.[H-].[Na+].Cl[CH2:32][CH2:33][N:34]([CH3:36])[CH3:35]. (6) Given the product [CH:17]1([C:2]2[CH:3]=[C:4]3[C:9](=[N:10][C:11]=2[CH:12]([O:15][CH3:16])[O:13][CH3:14])[NH:8][CH2:7][CH2:6][CH2:5]3)[CH2:19][CH2:18]1, predict the reactants needed to synthesize it. The reactants are: Br[C:2]1[CH:3]=[C:4]2[C:9](=[N:10][C:11]=1[CH:12]([O:15][CH3:16])[O:13][CH3:14])[NH:8][CH2:7][CH2:6][CH2:5]2.[CH:17]1(B(O)O)[CH2:19][CH2:18]1.C1(P(C2CCCCC2)C2CCCCC2)CCCCC1.[O-]P([O-])([O-])=O.[K+].[K+].[K+]. (7) Given the product [CH2:22]([O:26][C:27]1[C:34]([O:35][CH3:36])=[CH:33][CH:32]=[CH:31][C:28]=1/[CH:29]=[CH:1]/[C:2]1[N:3]=[C:4]2[S:21][CH:20]=[CH:19][N:5]2[C:6](=[O:18])[C:7]=1[C:8]1[CH:13]=[CH:12][C:11]([C:14]([F:17])([F:15])[F:16])=[CH:10][CH:9]=1)[CH:23]([CH3:25])[CH3:24], predict the reactants needed to synthesize it. The reactants are: [CH3:1][C:2]1[N:3]=[C:4]2[S:21][CH:20]=[CH:19][N:5]2[C:6](=[O:18])[C:7]=1[C:8]1[CH:13]=[CH:12][C:11]([C:14]([F:17])([F:16])[F:15])=[CH:10][CH:9]=1.[CH2:22]([O:26][C:27]1[C:34]([O:35][CH3:36])=[CH:33][CH:32]=[CH:31][C:28]=1[CH:29]=O)[CH:23]([CH3:25])[CH3:24].[O-]CC.[Na+]. (8) Given the product [CH3:10][CH2:9][N:8]([C:11]([CH:13]([O:15][C:16]1[CH:17]=[CH:18][CH:19]=[C:20]2[CH:21]=[CH:22][CH:23]=[CH:24][C:25]=12)[CH3:14])=[O:12])[CH2:7][CH3:6].[CH3:6][CH2:7][N:8]([C:1]([C@H:2]([O:3][C:21]1[C:20]2[C:25](=[CH:16][CH:17]=[CH:18][CH:19]=2)[CH:24]=[CH:23][CH:22]=1)[CH3:4])=[O:5])[CH2:9][CH3:10], predict the reactants needed to synthesize it. The reactants are: [CH3:1][C:2]([CH3:4])=[O:3].[OH2:5].[CH3:6][CH2:7][N:8]([C:11]([C@H:13]([O:15][C:16]1[C:25]2[C:20](=[CH:21][CH:22]=[CH:23][CH:24]=2)[CH:19]=[CH:18][CH:17]=1)[CH3:14])=[O:12])[CH2:9][CH3:10]. (9) Given the product [ClH:50].[ClH:50].[CH3:1][O:2][CH2:3][CH2:4][CH2:5][NH:6][C:7]1[CH:12]=[C:11]([CH:13]([CH3:15])[CH3:14])[N:10]=[CH:9][C:8]=1[C:16]([N:18]([CH2:40][CH:41]([CH3:43])[CH3:42])[C@H:19]1[CH2:24][C@@H:23]([C:25]([N:27]2[CH2:32][CH2:31][O:30][CH2:29][CH2:28]2)=[O:26])[CH2:22][NH:21][CH2:20]1)=[O:17], predict the reactants needed to synthesize it. The reactants are: [CH3:1][O:2][CH2:3][CH2:4][CH2:5][NH:6][C:7]1[CH:12]=[C:11]([CH:13]([CH3:15])[CH3:14])[N:10]=[CH:9][C:8]=1[C:16]([N:18]([CH2:40][CH:41]([CH3:43])[CH3:42])[C@H:19]1[CH2:24][C@@H:23]([C:25]([N:27]2[CH2:32][CH2:31][O:30][CH2:29][CH2:28]2)=[O:26])[CH2:22][N:21](C(OC(C)(C)C)=O)[CH2:20]1)=[O:17].C(OCC)(=O)C.[ClH:50].